Dataset: Forward reaction prediction with 1.9M reactions from USPTO patents (1976-2016). Task: Predict the product of the given reaction. (1) Given the reactants [I-:1].[I-:1].[I-:1].[C:4]([N:11]1[CH2:16][CH2:15][N:14]([C:17]2[CH:18]=[C:19]([CH2:32][CH3:33])[C:20]3[C:29]([CH:30]=2)=[S+:28][C:27]2[C:22](=[C:23]([CH3:31])[CH:24]=[CH:25][CH:26]=2)[N:21]=3)[CH2:13][CH2:12]1)([O:6][C:7]([CH3:10])([CH3:9])[CH3:8])=[O:5].[C:4]([N:11]1[CH2:12][CH2:13][N:14]([C:17]2[CH:18]=[C:19]([CH2:32][CH3:33])[C:20]3[C:29]([CH:30]=2)=[S+:28][C:27]2[C:22](=[C:23]([CH3:31])[CH:24]=[CH:25][CH:26]=2)[N:21]=3)[CH2:15][CH2:16]1)([O:6][C:7]([CH3:10])([CH3:9])[CH3:8])=[O:5].[C:4]([N:11]1[CH2:12][CH2:13][N:14]([C:17]2[CH:18]=[C:19]([CH2:32][CH3:33])[C:20]3[C:29]([CH:30]=2)=[S+:28][C:27]2[C:22](=[C:23]([CH3:31])[CH:24]=[CH:25][CH:26]=2)[N:21]=3)[CH2:15][CH2:16]1)([O:6][C:7]([CH3:10])([CH3:9])[CH3:8])=[O:5].[NH:94]1[CH2:99][CH2:98][O:97][CH2:96][CH2:95]1, predict the reaction product. The product is: [I-:1].[C:4]([N:11]1[CH2:12][CH2:13][N:14]([C:17]2[CH:18]=[C:19]([CH2:32][CH3:33])[C:20]3[C:29]([CH:30]=2)=[S+:28][C:27]2[C:22](=[C:23]([CH3:31])[CH:24]=[C:25]([N:94]4[CH2:99][CH2:98][O:97][CH2:96][CH2:95]4)[CH:26]=2)[N:21]=3)[CH2:15][CH2:16]1)([O:6][C:7]([CH3:10])([CH3:9])[CH3:8])=[O:5]. (2) Given the reactants [C:1]([O:4][CH2:5][CH2:6][CH2:7][CH2:8][CH2:9][CH2:10][CH2:11][CH2:12][CH2:13][CH2:14][CH2:15][CH2:16][CH2:17][CH2:18][CH2:19][CH2:20][CH2:21]I)(=[O:3])[CH3:2].CC([C@@H]1N=C(C2C=CC=C(C3OC[C@H](C(C)C)N=3)N=2)OC1)C.[I:45][C:46]1[CH:53]=[CH:52][C:49]([CH2:50]Br)=[CH:48][CH:47]=1, predict the reaction product. The product is: [C:1]([O:4][CH2:5][CH2:6][CH2:7][CH2:8][CH2:9][CH2:10][CH2:11][CH2:12][CH2:13][CH2:14][CH2:15][CH2:16][CH2:17][CH2:18][CH2:19][CH2:20][CH2:21][CH2:50][C:49]1[CH:52]=[CH:53][C:46]([I:45])=[CH:47][CH:48]=1)(=[O:3])[CH3:2]. (3) The product is: [F:1][C:2]([F:26])([CH3:25])[CH2:3][N:4]1[CH2:9][CH2:8][CH:7]([C@H:10]([N:12]2[C:20]3[C:15](=[CH:16][CH:17]=[CH:18][CH:19]=3)[C:14]([C:21]([NH:39][CH2:40][C:41]3[C:42](=[O:50])[NH:43][C:44]([CH3:49])=[CH:45][C:46]=3[O:47][CH3:48])=[O:23])=[C:13]2[CH3:24])[CH3:11])[CH2:6][CH2:5]1. Given the reactants [F:1][C:2]([F:26])([CH3:25])[CH2:3][N:4]1[CH2:9][CH2:8][CH:7]([C@H:10]([N:12]2[C:20]3[C:15](=[CH:16][CH:17]=[CH:18][CH:19]=3)[C:14]([C:21]([OH:23])=O)=[C:13]2[CH3:24])[CH3:11])[CH2:6][CH2:5]1.N1(C(N2C=CN=C2)=O)C=CN=C1.[NH2:39][CH2:40][C:41]1[C:42](=[O:50])[NH:43][C:44]([CH3:49])=[CH:45][C:46]=1[O:47][CH3:48], predict the reaction product. (4) The product is: [N:20]1([CH2:27][CH2:28][N:29]2[CH2:30][CH2:31][CH:32]([NH:35][C:14]([C:8]3[NH:9][C:10]4[C:6]([CH:7]=3)=[C:5]([O:4][CH:1]([CH3:2])[CH3:3])[CH:13]=[CH:12][CH:11]=4)=[O:16])[CH2:33][CH2:34]2)[CH2:26][CH2:25][CH2:24][CH2:23][CH2:22][CH2:21]1. Given the reactants [CH:1]([O:4][C:5]1[CH:13]=[CH:12][CH:11]=[C:10]2[C:6]=1[CH:7]=[C:8]([C:14]([OH:16])=O)[NH:9]2)([CH3:3])[CH3:2].Cl.Cl.Cl.[N:20]1([CH2:27][CH2:28][N:29]2[CH2:34][CH2:33][CH:32]([NH2:35])[CH2:31][CH2:30]2)[CH2:26][CH2:25][CH2:24][CH2:23][CH2:22][CH2:21]1, predict the reaction product. (5) The product is: [Cl:1][C:2]1[CH:3]=[N:4][C:5]2[NH:6][C:7]3[CH:8]=[CH:9][C:10]([N:30]4[CH2:35][CH2:34][N:33]([CH3:36])[CH2:32][CH2:31]4)=[C:11]([CH:29]=3)[CH2:12][CH2:13][C:14]3[CH:22]=[C:18]([NH:19][C:20]=1[N:21]=2)[C:17]([S:23]([CH3:26])(=[O:25])=[O:24])=[CH:16][CH:15]=3. Given the reactants [Cl:1][C:2]1[CH:3]=[N:4][C:5]2[NH:6][C:7]3[CH:8]=[CH:9][C:10]([N:30]4[CH2:35][CH2:34][N:33]([CH3:36])[CH2:32][CH2:31]4)=[C:11]([CH:29]=3)[CH2:12][CH2:13][C:14]3[CH:22]=[C:18]([NH:19][C:20]=1[N:21]=2)[C:17]([S:23]([CH:26](C)C)(=[O:25])=[O:24])=[CH:16][CH:15]=3.ClC1C=NC2NC3C=CC(N4CCN(C)CC4)=C(C=3)C=CC3C=C(NC=1N=2)C(S(C(C)C)(=O)=O)=CC=3, predict the reaction product. (6) Given the reactants [OH:1][C@H:2]1[CH2:7][CH2:6][C@H:5]([N:8]2[CH2:12][CH2:11][C:10]3([CH2:17][CH2:16][CH2:15][N:14]([C:18]4[CH:23]=[CH:22][C:21]([N+:24]([O-])=O)=[CH:20][CH:19]=4)[CH2:13]3)[C:9]2=[O:27])[CH2:4][CH2:3]1.CO, predict the reaction product. The product is: [NH2:24][C:21]1[CH:22]=[CH:23][C:18]([N:14]2[CH2:15][CH2:16][CH2:17][C:10]3([C:9](=[O:27])[N:8]([C@H:5]4[CH2:4][CH2:3][C@H:2]([OH:1])[CH2:7][CH2:6]4)[CH2:12][CH2:11]3)[CH2:13]2)=[CH:19][CH:20]=1. (7) Given the reactants C1(C)C=[CH:5][C:4]([S:7]([O-])(=O)=O)=CC=1.SCCOCCOCC[N+](C)(C)C.ClCC[O:28][CH2:29][CH2:30][O:31][CH2:32][CH2:33][OH:34].NC(N)=S.[OH-].[Na+].Cl, predict the reaction product. The product is: [SH:7][CH2:4][CH2:5][O:28][CH2:29][CH2:30][O:31][CH2:32][CH2:33][OH:34]. (8) Given the reactants [Cl:1][C:2]1[CH:3]=[CH:4][C:5]2[N:11]3[C:12]([C:15]([F:18])([F:17])[F:16])=[N:13][N:14]=[C:10]3[C@@H:9]([CH2:19][CH2:20][OH:21])[O:8][C@H:7]([C:22]3[CH:27]=[CH:26][CH:25]=[C:24]([O:28][CH3:29])[C:23]=3[O:30][CH3:31])[C:6]=2[CH:32]=1.C(N(CC)CC)C.[CH3:40][S:41](Cl)(=[O:43])=[O:42].C(=O)(O)[O-].[Na+], predict the reaction product. The product is: [CH3:40][S:41]([O:21][CH2:20][CH2:19][C@H:9]1[O:8][C@H:7]([C:22]2[CH:27]=[CH:26][CH:25]=[C:24]([O:28][CH3:29])[C:23]=2[O:30][CH3:31])[C:6]2[CH:32]=[C:2]([Cl:1])[CH:3]=[CH:4][C:5]=2[N:11]2[C:12]([C:15]([F:18])([F:17])[F:16])=[N:13][N:14]=[C:10]12)(=[O:43])=[O:42].